Dataset: Catalyst prediction with 721,799 reactions and 888 catalyst types from USPTO. Task: Predict which catalyst facilitates the given reaction. Reactant: [Cl:1][C:2]1[CH:10]=[C:9]([F:11])[CH:8]=[CH:7][C:3]=1[C:4]([OH:6])=[O:5].[N+:12]([O-])([OH:14])=[O:13]. Product: [Cl:1][C:2]1[CH:10]=[C:9]([F:11])[C:8]([N+:12]([O-:14])=[O:13])=[CH:7][C:3]=1[C:4]([OH:6])=[O:5]. The catalyst class is: 65.